From a dataset of Catalyst prediction with 721,799 reactions and 888 catalyst types from USPTO. Predict which catalyst facilitates the given reaction. (1) Reactant: Cl[CH:2]([CH2:6][O:7][CH3:8])[C:3](Cl)=[O:4].[NH2:9][C:10]1[CH:15]=[CH:14][C:13]([S:16]([N:19]([CH2:25][C:26]2[CH:31]=[CH:30][C:29]([O:32][CH3:33])=[CH:28][CH:27]=2)[C:20]2[S:21][CH:22]=[CH:23][N:24]=2)(=[O:18])=[O:17])=[CH:12][C:11]=1[OH:34].C([O-])([O-])=O.[Cs+].[Cs+]. Product: [CH3:33][O:32][C:29]1[CH:28]=[CH:27][C:26]([CH2:25][N:19]([C:20]2[S:21][CH:22]=[CH:23][N:24]=2)[S:16]([C:13]2[CH:14]=[CH:15][C:10]3[NH:9][C:3](=[O:4])[CH:2]([CH2:6][O:7][CH3:8])[O:34][C:11]=3[CH:12]=2)(=[O:18])=[O:17])=[CH:31][CH:30]=1. The catalyst class is: 18. (2) Reactant: F[C:2]1[CH:3]=[C:4]([I:21])[CH:5]=[C:6]2[C:11]=1[N:10]([CH2:12][CH2:13][OH:14])[CH:9]=[C:8]([C:15]([O:17][CH2:18][CH3:19])=[O:16])[C:7]2=[O:20].N1(C2CCCCCCCCCC2)CCCCCCCCCN1. Product: [I:21][C:4]1[CH:5]=[C:6]2[C:11]3=[C:2]([O:14][CH2:13][CH2:12][N:10]3[CH:9]=[C:8]([C:15]([O:17][CH2:18][CH3:19])=[O:16])[C:7]2=[O:20])[CH:3]=1. The catalyst class is: 3. (3) Product: [CH3:16][C:13]1([CH3:15])[O:12][CH:11]2[CH2:17][C:18]([CH3:23])([C:20]([NH:50][CH2:49][CH2:48][CH2:47][NH:46][C:31](=[O:45])[CH2:32][CH2:33][CH2:34][CH2:35][C@H:36]3[C@@H:44]4[C@@H:39]([NH:40][C:41](=[O:42])[NH:43]4)[CH2:38][S:37]3)=[O:22])[CH2:19][CH:10]2[O:14]1. The catalyst class is: 5. Reactant: N1([C:10]23[CH2:19][C:18]([CH3:23])([C:20]([O-:22])=O)[CH2:17][CH:11]2[O:12][C:13]([CH3:16])([CH3:15])[O:14]3)C2C=CC=CC=2N=N1.FC(F)(F)C([O-])=O.[C:31]([NH2+:46][CH2:47][CH2:48][CH2:49][NH2:50])(=[O:45])[CH2:32][CH2:33][CH2:34][CH2:35][C@H:36]1[C@@H:44]2[C@@H:39]([NH:40][C:41]([NH:43]2)=[O:42])[CH2:38][S:37]1.C(=O)(O)[O-].[Na+]. (4) Reactant: [Cl:1][C:2]1[C:3]([N:8]2[C:12]([C:13]3[O:22][C:21](=[O:23])[C:20]4[C:15](=[C:16]([CH3:27])[CH:17]=[C:18]5[CH:26]=[N:25][NH:24][C:19]5=4)[N:14]=3)=[CH:11][C:10]([O:28][CH3:29])=[N:9]2)=[N:4][CH:5]=[CH:6][CH:7]=1.[CH:30]([NH2:33])([CH3:32])[CH3:31]. Product: [CH:30]([NH:33][C:21]([C:20]1[C:15]([NH:14][C:13]([C:12]2[N:8]([C:3]3[C:2]([Cl:1])=[CH:7][CH:6]=[CH:5][N:4]=3)[N:9]=[C:10]([O:28][CH3:29])[CH:11]=2)=[O:22])=[C:16]([CH3:27])[CH:17]=[C:18]2[C:19]=1[NH:24][N:25]=[CH:26]2)=[O:23])([CH3:32])[CH3:31]. The catalyst class is: 47. (5) The catalyst class is: 2. Product: [OH:6][C:7]1[CH:23]=[CH:22][C:10]2[CH2:11][CH:12]([CH2:17][C:18]([O:20][CH3:21])=[O:19])[C:13](=[O:16])[NH:14][CH2:15][C:9]=2[CH:8]=1. Reactant: [Cl-].[Al+3].[Cl-].[Cl-].C[O:6][C:7]1[CH:23]=[CH:22][C:10]2[CH2:11][CH:12]([CH2:17][C:18]([O:20][CH3:21])=[O:19])[C:13](=[O:16])[NH:14][CH2:15][C:9]=2[CH:8]=1.C(S)C.